From a dataset of Full USPTO retrosynthesis dataset with 1.9M reactions from patents (1976-2016). Predict the reactants needed to synthesize the given product. (1) Given the product [CH2:10]([O:12][C:13](=[O:16])[CH2:14][CH2:15][NH:9][CH2:8][CH2:7][C:1]1[CH:6]=[CH:5][CH:4]=[CH:3][CH:2]=1)[CH3:11], predict the reactants needed to synthesize it. The reactants are: [C:1]1([CH2:7][CH2:8][NH2:9])[CH:6]=[CH:5][CH:4]=[CH:3][CH:2]=1.[CH2:10]([O:12][C:13](=[O:16])[CH:14]=[CH2:15])[CH3:11]. (2) Given the product [C:30]([C:29]1[CH:33]=[C:25]([C:24]2[C:19]([C@@H:9]([NH:8][C:53]([C@@H:43]3[CH2:44][C@H:45]([C:47]4[CH:48]=[CH:49][CH:50]=[CH:51][CH:52]=4)[CH2:46][N:42]3[C:40]([O:39][C:35]([CH3:38])([CH3:37])[CH3:36])=[O:41])=[O:54])[CH2:10][C:11]3[CH:12]=[C:13]([F:18])[CH:14]=[C:15]([F:17])[CH:16]=3)=[N:20][CH:21]=[CH:22][CH:23]=2)[CH:26]=[CH:27][C:28]=1[F:34])(=[O:31])[NH2:32], predict the reactants needed to synthesize it. The reactants are: FC(F)(F)C(O)=O.[NH2:8][C@H:9]([C:19]1[C:24]([C:25]2[CH:26]=[CH:27][C:28]([F:34])=[C:29]([CH:33]=2)[C:30]([NH2:32])=[O:31])=[CH:23][CH:22]=[CH:21][N:20]=1)[CH2:10][C:11]1[CH:16]=[C:15]([F:17])[CH:14]=[C:13]([F:18])[CH:12]=1.[C:35]([O:39][C:40]([N:42]1[CH2:46][C@@H:45]([C:47]2[CH:52]=[CH:51][CH:50]=[CH:49][CH:48]=2)[CH2:44][C@H:43]1[C:53](O)=[O:54])=[O:41])([CH3:38])([CH3:37])[CH3:36]. (3) The reactants are: [CH3:1][O:2][CH2:3][C@H:4]1[C:13]2[C:8](=[C:9]([CH3:14])[CH:10]=[CH:11][CH:12]=2)[CH2:7][CH2:6][N:5]1[S@@](C1C=CC(C)=CC=1)=O.Cl.O.C(=O)([O-])[O-].[Na+].[Na+]. Given the product [CH3:1][O:2][CH2:3][C@H:4]1[C:13]2[C:8](=[C:9]([CH3:14])[CH:10]=[CH:11][CH:12]=2)[CH2:7][CH2:6][NH:5]1, predict the reactants needed to synthesize it. (4) The reactants are: [Cl:1][C:2]1[CH:19]=[C:18]([N+:20]([O-:22])=[O:21])[CH:17]=[C:16]([Cl:23])[C:3]=1[O:4][C:5]1[CH:6]=[CH:7][C:8]([O:14][CH3:15])=[C:9]([S:11]([OH:13])=[O:12])[CH:10]=1.[OH-].[Na+].[CH:26]1([CH2:29]Br)[CH2:28][CH2:27]1. Given the product [Cl:1][C:2]1[CH:19]=[C:18]([N+:20]([O-:22])=[O:21])[CH:17]=[C:16]([Cl:23])[C:3]=1[O:4][C:5]1[CH:6]=[CH:7][C:8]([O:14][CH3:15])=[C:9]([S:11]([CH2:29][CH:26]2[CH2:28][CH2:27]2)(=[O:13])=[O:12])[CH:10]=1, predict the reactants needed to synthesize it. (5) Given the product [N:7]1[C:8]2[CH:9]=[CH:10][CH:11]=[C:2]([C:12]#[N:13])[C:3]=2[CH:4]=[CH:5][CH:6]=1, predict the reactants needed to synthesize it. The reactants are: Br[C:2]1[CH:11]=[CH:10][CH:9]=[C:8]2[C:3]=1[CH:4]=[CH:5][CH:6]=[N:7]2.[CH3:12][N:13](C=O)C. (6) Given the product [NH2:13][C:14]1[C:19]([S:1][C:2]2[S:3][C:4]3[CH:10]=[CH:9][CH:8]=[CH:7][C:5]=3[N:6]=2)=[N:18][C:17]([C:21]2[CH:26]=[CH:25][CH:24]=[CH:23][CH:22]=2)=[CH:16][N:15]=1, predict the reactants needed to synthesize it. The reactants are: [SH:1][C:2]1[S:3][C:4]2[CH:10]=[CH:9][CH:8]=[CH:7][C:5]=2[N:6]=1.[H-].[Na+].[NH2:13][C:14]1[C:19](Br)=[N:18][C:17]([C:21]2[CH:26]=[CH:25][CH:24]=[CH:23][CH:22]=2)=[CH:16][N:15]=1.